Dataset: NCI-60 drug combinations with 297,098 pairs across 59 cell lines. Task: Regression. Given two drug SMILES strings and cell line genomic features, predict the synergy score measuring deviation from expected non-interaction effect. (1) Drug 1: CS(=O)(=O)C1=CC(=C(C=C1)C(=O)NC2=CC(=C(C=C2)Cl)C3=CC=CC=N3)Cl. Drug 2: CN(CCCl)CCCl.Cl. Cell line: SN12C. Synergy scores: CSS=22.8, Synergy_ZIP=-7.70, Synergy_Bliss=-0.205, Synergy_Loewe=-11.8, Synergy_HSA=-1.00. (2) Drug 1: CC(C1=C(C=CC(=C1Cl)F)Cl)OC2=C(N=CC(=C2)C3=CN(N=C3)C4CCNCC4)N. Drug 2: COCCOC1=C(C=C2C(=C1)C(=NC=N2)NC3=CC=CC(=C3)C#C)OCCOC.Cl. Cell line: KM12. Synergy scores: CSS=31.0, Synergy_ZIP=1.22, Synergy_Bliss=2.01, Synergy_Loewe=-25.9, Synergy_HSA=1.41.